This data is from Reaction yield outcomes from USPTO patents with 853,638 reactions. The task is: Predict the reaction yield, written as a fraction of the theoretical maximum amount of product (1.0 means a 100% yield; for example, 0.34 means a 34% yield). (1) The reactants are [Br:1][C:2]1[CH:3]=[C:4]([CH:7]=[CH:8][CH:9]=1)[CH:5]=O.[CH3:10][C:11]([S@:14]([NH2:16])=[O:15])([CH3:13])[CH3:12].CC1C=CC(S([O-])(=O)=O)=CC=1.C1C=C[NH+]=CC=1. The catalyst is ClCCl.[O-]S([O-])(=O)=O.[Cu+2]. The product is [Br:1][C:2]1[CH:3]=[C:4]([CH:7]=[CH:8][CH:9]=1)/[CH:5]=[N:16]/[S@@:14]([C:11]([CH3:13])([CH3:12])[CH3:10])=[O:15]. The yield is 0.930. (2) The reactants are [CH2:1]([O:3][C:4]([C:6]1[C:15]2[C:10](=[CH:11][C:12]([O:18][CH3:19])=[C:13]([O:16][CH3:17])[CH:14]=2)[CH2:9][CH2:8][N:7]=1)=[O:5])[CH3:2].C(N(CC)CC)C.[C:27](O[C:27]([O:29][C:30]([CH3:33])([CH3:32])[CH3:31])=[O:28])([O:29][C:30]([CH3:33])([CH3:32])[CH3:31])=[O:28]. The catalyst is CCO.C(Cl)Cl.[Pd]. The product is [CH2:1]([O:3][C:4]([CH:6]1[C:15]2[C:10](=[CH:11][C:12]([O:18][CH3:19])=[C:13]([O:16][CH3:17])[CH:14]=2)[CH2:9][CH2:8][N:7]1[C:27]([O:29][C:30]([CH3:33])([CH3:32])[CH3:31])=[O:28])=[O:5])[CH3:2]. The yield is 0.970. (3) The reactants are Br[C:2]1[C:11]2[C:6](=[CH:7][CH:8]=[CH:9][CH:10]=2)[N:5]=[C:4]([CH3:12])[CH:3]=1.[Li]CCCC.[CH:18]([C:20]1[CH:29]=[CH:28][C:23]([C:24]([O:26][CH3:27])=[O:25])=[CH:22][CH:21]=1)=[O:19].[Li]. The catalyst is C1COCC1. The product is [OH:19][CH:18]([C:2]1[C:11]2[C:6](=[CH:7][CH:8]=[CH:9][CH:10]=2)[N:5]=[C:4]([CH3:12])[CH:3]=1)[C:20]1[CH:21]=[CH:22][C:23]([C:24]([O:26][CH3:27])=[O:25])=[CH:28][CH:29]=1. The yield is 0.650.